Dataset: Full USPTO retrosynthesis dataset with 1.9M reactions from patents (1976-2016). Task: Predict the reactants needed to synthesize the given product. Given the product [F:2][C:3]1[CH:4]=[C:5]([C:6]([O:8][CH3:17])=[O:7])[CH:9]=[CH:10][C:11]=1[OH:12], predict the reactants needed to synthesize it. The reactants are: O.[F:2][C:3]1[CH:4]=[C:5]([CH:9]=[CH:10][C:11]=1[OH:12])[C:6]([OH:8])=[O:7].S(Cl)(Cl)=O.[CH3:17]O.